From a dataset of Catalyst prediction with 721,799 reactions and 888 catalyst types from USPTO. Predict which catalyst facilitates the given reaction. (1) Reactant: [CH3:1]N(C=O)C.[CH:6]([N:9]1[C:13]([C:14]2[N:15]=[C:16]3[C:22]4[CH:23]=[CH:24][C:25]([C:27]5[N:28]=[C:29]([CH3:32])[NH:30][CH:31]=5)=[CH:26][C:21]=4[O:20][CH2:19][CH2:18][N:17]3[CH:33]=2)=[N:12][CH:11]=[N:10]1)([CH3:8])[CH3:7].IC.O. Product: [CH3:1][N:30]1[CH:31]=[C:27]([C:25]2[CH:24]=[CH:23][C:22]3[C:16]4[N:17]([CH:33]=[C:14]([C:13]5[N:9]([CH:6]([CH3:8])[CH3:7])[N:10]=[CH:11][N:12]=5)[N:15]=4)[CH2:18][CH2:19][O:20][C:21]=3[CH:26]=2)[N:28]=[C:29]1[CH3:32].[CH3:1][N:28]1[C:27]([C:25]2[CH:24]=[CH:23][C:22]3[C:16]4[N:17]([CH:33]=[C:14]([C:13]5[N:9]([CH:6]([CH3:8])[CH3:7])[N:10]=[CH:11][N:12]=5)[N:15]=4)[CH2:18][CH2:19][O:20][C:21]=3[CH:26]=2)=[CH:31][N:30]=[C:29]1[CH3:32]. The catalyst class is: 1. (2) Reactant: [Br:1][C:2]1[CH:3]=[CH:4][C:5]([O:11][C:12]2[CH:13]=[N:14][C:15]([Cl:18])=[CH:16][CH:17]=2)=[C:6]([CH:10]=1)[C:7]([OH:9])=O.[CH2:19]([NH:21][CH2:22][CH3:23])[CH3:20].C1C=CC2N(O)N=NC=2C=1.CCN(C(C)C)C(C)C.CCN=C=NCCCN(C)C. Product: [Br:1][C:2]1[CH:3]=[CH:4][C:5]([O:11][C:12]2[CH:13]=[N:14][C:15]([Cl:18])=[CH:16][CH:17]=2)=[C:6]([CH:10]=1)[C:7]([N:21]([CH2:22][CH3:23])[CH2:19][CH3:20])=[O:9]. The catalyst class is: 2.